Dataset: Reaction yield outcomes from USPTO patents with 853,638 reactions. Task: Predict the reaction yield, written as a fraction of the theoretical maximum amount of product (1.0 means a 100% yield; for example, 0.34 means a 34% yield). (1) The yield is 0.770. The reactants are [CH:1]1([O:6][C:7]2[N:12]=[CH:11][C:10]([NH2:13])=[CH:9][CH:8]=2)[CH2:5][CH2:4][CH2:3][CH2:2]1.Cl[C:15]([O:17][C:18]1[CH:23]=[CH:22][C:21]([N+:24]([O-:26])=[O:25])=[CH:20][CH:19]=1)=[O:16]. The product is [N+:24]([C:21]1[CH:20]=[CH:19][C:18]([O:17][C:15](=[O:16])[NH:13][C:10]2[CH:11]=[N:12][C:7]([O:6][CH:1]3[CH2:2][CH2:3][CH2:4][CH2:5]3)=[CH:8][CH:9]=2)=[CH:23][CH:22]=1)([O-:26])=[O:25]. The catalyst is C1COCC1. (2) The reactants are [CH3:1][N:2]1[CH:6]=[C:5]([C:7](=O)[CH2:8][C:9]2[CH:14]=[CH:13][CH:12]=[CH:11][CH:10]=2)[CH:4]=[N:3]1.NC1C=CC(C2[NH:28][C:27](=[O:29])[NH:26][CH:25]([C:30]3[CH:35]=[C:34]([N+]([O-])=O)[C:33](O)=[C:32]([O:40]CC)[CH:31]=3)C=2C2C=CC=CC=2)=CC=1.N[C:50](N)=[O:51].Cl.CC[OH:56]. No catalyst specified. The product is [OH:40][C:32]1[CH:31]=[C:30]([CH:25]2[C:8]([C:9]3[CH:14]=[CH:13][CH:12]=[CH:11][CH:10]=3)=[C:7]([C:5]3[CH:4]=[N:3][N:2]([CH3:1])[CH:6]=3)[NH:28][C:27](=[O:29])[NH:26]2)[CH:35]=[CH:34][C:33]=1[C:50]([OH:51])=[O:56]. The yield is 0.200.